From a dataset of Catalyst prediction with 721,799 reactions and 888 catalyst types from USPTO. Predict which catalyst facilitates the given reaction. (1) Reactant: [NH2:1][CH:2]([C:5]1[CH:10]=[CH:9][CH:8]=[CH:7][C:6]=1[O:11][C:12]1[CH:17]=[CH:16][CH:15]=[CH:14][CH:13]=1)[C:3]#[N:4].[C:18]([O:24][CH2:25][CH3:26])(=[O:23])[CH2:19][C:20]([CH3:22])=O.C([O-])(O)=O.[Na+]. Product: [C:3]([CH:2]([NH:1]/[C:20](/[CH3:22])=[CH:19]/[C:18]([O:24][CH2:25][CH3:26])=[O:23])[C:5]1[CH:10]=[CH:9][CH:8]=[CH:7][C:6]=1[O:11][C:12]1[CH:17]=[CH:16][CH:15]=[CH:14][CH:13]=1)#[N:4]. The catalyst class is: 626. (2) Reactant: Cl.[O:2]1[CH2:7][CH2:6][CH2:5][CH2:4][CH:3]1[N:8]1[C:12]2[CH:13]=[CH:14][C:15]([C@@H:17]([NH2:19])C)=[CH:16][C:11]=2[N:10]=[CH:9]1.[OH-].[Na+].[C:22](O[C:22]([O:24][C:25]([CH3:28])([CH3:27])[CH3:26])=[O:23])([O:24][C:25]([CH3:28])([CH3:27])[CH3:26])=[O:23]. Product: [O:2]1[CH2:7][CH2:6][CH2:5][CH2:4][CH:3]1[N:8]1[C:12]2[CH:13]=[CH:14][C:15]([CH2:17][NH:19][C:22](=[O:23])[O:24][C:25]([CH3:28])([CH3:27])[CH3:26])=[CH:16][C:11]=2[N:10]=[CH:9]1. The catalyst class is: 1. (3) Reactant: [CH:1]1([N:6]2[CH2:12][C:11]([F:14])([F:13])[C:10](=[O:15])[N:9]([CH3:16])[C:8]3[CH:17]=[N:18][C:19]([NH:21][C:22]4[CH:30]=[CH:29][C:25]([C:26](O)=[O:27])=[CH:24][C:23]=4[O:31][CH3:32])=[N:20][C:7]2=3)[CH2:5][CH2:4][CH2:3][CH2:2]1.C(N(C(C)C)C(C)C)C.Cl.[NH2:43][CH:44]1[CH2:49][CH2:48][N:47]([C:50]([O:52][CH2:53][CH:54]2[C:66]3[C:61](=[CH:62][CH:63]=[CH:64][CH:65]=3)[C:60]3[C:55]2=[CH:56][CH:57]=[CH:58][CH:59]=3)=[O:51])[CH2:46][CH2:45]1. Product: [CH:65]1[C:66]2[CH:54]([CH2:53][O:52][C:50]([N:47]3[CH2:48][CH2:49][CH:44]([NH:43][C:26](=[O:27])[C:25]4[CH:29]=[CH:30][C:22]([NH:21][C:19]5[N:18]=[CH:17][C:8]6[N:9]([CH3:16])[C:10](=[O:15])[C:11]([F:13])([F:14])[CH2:12][N:6]([CH:1]7[CH2:5][CH2:4][CH2:3][CH2:2]7)[C:7]=6[N:20]=5)=[C:23]([O:31][CH3:32])[CH:24]=4)[CH2:45][CH2:46]3)=[O:51])[C:55]3[C:60](=[CH:59][CH:58]=[CH:57][CH:56]=3)[C:61]=2[CH:62]=[CH:63][CH:64]=1. The catalyst class is: 9.